Dataset: Forward reaction prediction with 1.9M reactions from USPTO patents (1976-2016). Task: Predict the product of the given reaction. (1) The product is: [Br:24][C:5]1[C:4]([OH:9])=[C:3]([CH:8]=[CH:7][CH:6]=1)[C:1]#[N:2]. Given the reactants [C:1]([C:3]1[CH:8]=[CH:7][CH:6]=[CH:5][C:4]=1[OH:9])#[N:2].C(NC(C)C)(C)C.C1C(=O)N([Br:24])C(=O)C1.C([O-])([O-])=O.[K+].[K+].CI, predict the reaction product. (2) Given the reactants Cl[C:2]1[C:3]2[C:10]3[CH2:11][CH2:12][C@:13]([CH3:20])([C:15]([O:17][CH2:18][CH3:19])=[O:16])[CH2:14][C:9]=3[S:8][C:4]=2[N:5]=[CH:6][N:7]=1.[CH3:21][O:22][C:23]1[CH:31]=[C:30]2[C:26]([CH:27]=[N:28][NH:29]2)=[CH:25][C:24]=1[NH2:32].C(O)C, predict the reaction product. The product is: [CH3:21][O:22][C:23]1[CH:31]=[C:30]2[C:26]([CH:27]=[N:28][NH:29]2)=[CH:25][C:24]=1[NH:32][C:2]1[C:3]2[C:10]3[CH2:11][CH2:12][C@:13]([CH3:20])([C:15]([O:17][CH2:18][CH3:19])=[O:16])[CH2:14][C:9]=3[S:8][C:4]=2[N:5]=[CH:6][N:7]=1.